From a dataset of Peptide-MHC class II binding affinity with 134,281 pairs from IEDB. Regression. Given a peptide amino acid sequence and an MHC pseudo amino acid sequence, predict their binding affinity value. This is MHC class II binding data. (1) The peptide sequence is QTDIPSEPWNTGHDW. The MHC is HLA-DQA10201-DQB10301 with pseudo-sequence HLA-DQA10201-DQB10301. The binding affinity (normalized) is 0.345. (2) The MHC is HLA-DQA10601-DQB10402 with pseudo-sequence HLA-DQA10601-DQB10402. The binding affinity (normalized) is 0.744. The peptide sequence is VKFHTQAFSAHGSGR.